This data is from Full USPTO retrosynthesis dataset with 1.9M reactions from patents (1976-2016). The task is: Predict the reactants needed to synthesize the given product. (1) Given the product [NH2:30][C@H:27]([CH2:28][CH3:29])[CH2:26][O:25][C:21]1[CH:20]=[C:19]([C:4]2[CH:5]=[C:6]3[C:11](=[C:2]([NH2:1])[N:3]=2)[CH:10]=[N:9][C:8]2[CH:12]=[C:13]([O:18][CH2:42][CH2:43][Cl:44])[C:14]([O:16][CH3:17])=[CH:15][C:7]3=2)[CH:24]=[N:23][CH:22]=1, predict the reactants needed to synthesize it. The reactants are: [NH2:1][C:2]1[N:3]=[C:4]([C:19]2[CH:20]=[C:21]([O:25][CH2:26][C@H:27]([NH:30]C(=O)OC(C)(C)C)[CH2:28][CH3:29])[CH:22]=[N:23][CH:24]=2)[CH:5]=[C:6]2[C:11]=1[CH:10]=[N:9][C:8]1[CH:12]=[C:13]([OH:18])[C:14]([O:16][CH3:17])=[CH:15][C:7]2=1.S(C1C=CC(C)=CC=1)(O[CH2:42][CH2:43][Cl:44])(=O)=O.C([O-])([O-])=O.[Cs+].[Cs+]. (2) Given the product [C:1]([C:3]1[CH:4]=[C:5]([CH2:11][C:12]([NH:14][NH2:15])=[O:13])[CH:6]=[CH:7][C:8]=1[OH:9])#[N:2], predict the reactants needed to synthesize it. The reactants are: [C:1]([C:3]1[CH:4]=[C:5]([CH2:11][C:12]([NH:14][NH2:15])=[O:13])[CH:6]=[CH:7][C:8]=1[O:9]C)#[N:2].[Cl-].[Al+3].[Cl-].[Cl-].CO. (3) The reactants are: C(O[C:4]([C:6]1[CH:10]=[C:9]([C:11]2[CH:16]=[CH:15][N:14]=[CH:13][CH:12]=2)[S:8][C:7]=1[NH2:17])=[O:5])C.C(O)(=O)C.[CH:22](N)=[NH:23].O. Given the product [N:14]1[CH:13]=[CH:12][C:11]([C:9]2[S:8][C:7]3[NH:17][CH:22]=[N:23][C:4](=[O:5])[C:6]=3[CH:10]=2)=[CH:16][CH:15]=1, predict the reactants needed to synthesize it. (4) Given the product [CH:11]1([CH2:10][O:2][C:1]2[CH:3]=[C:4]([OH:5])[CH:6]=[CH:7][CH:8]=2)[CH2:13][CH2:12]1, predict the reactants needed to synthesize it. The reactants are: [C:1]1([CH:8]=[CH:7][CH:6]=[C:4]([OH:5])[CH:3]=1)[OH:2].Br[CH2:10][CH:11]1[CH2:13][CH2:12]1.C(=O)([O-])[O-].[K+].[K+].Cl. (5) Given the product [CH:1]1([N:4]([CH2:30][C:31]2[CH:36]=[C:35]([CH2:37][CH2:38][CH2:39][O:40][CH3:41])[CH:34]=[C:33]([O:42][CH2:43][CH2:44][O:45][CH3:46])[CH:32]=2)[C:5]([C@H:7]2[C@H:12]([C:13]3[C:18]([CH3:19])=[C:17]([CH3:20])[N:16]([CH3:21])[C:15](=[O:22])[CH:14]=3)[CH2:11][CH2:10][NH:9][CH2:8]2)=[O:6])[CH2:2][CH2:3]1, predict the reactants needed to synthesize it. The reactants are: [CH:1]1([N:4]([CH2:30][C:31]2[CH:36]=[C:35]([CH2:37][CH2:38][CH2:39][O:40][CH3:41])[CH:34]=[C:33]([O:42][CH2:43][CH2:44][O:45][CH3:46])[CH:32]=2)[C:5]([C@H:7]2[C@H:12]([C:13]3[C:18]([CH3:19])=[C:17]([CH3:20])[N:16]([CH3:21])[C:15](=[O:22])[CH:14]=3)[CH2:11][CH2:10][N:9](C(OC(C)(C)C)=O)[CH2:8]2)=[O:6])[CH2:3][CH2:2]1.Cl. (6) Given the product [N+:16]([C:12]1[C:11]([O:19][CH3:20])=[C:10]([C:8]2[CH:9]=[C:5]([C:3]([OH:4])=[O:2])[NH:6][CH:7]=2)[CH:15]=[CH:14][CH:13]=1)([O-:18])=[O:17], predict the reactants needed to synthesize it. The reactants are: C[O:2][C:3]([C:5]1[N:6](S(C2C=CC(C)=CC=2)(=O)=O)[CH:7]=[C:8]([C:10]2[CH:15]=[CH:14][CH:13]=[C:12]([N+:16]([O-:18])=[O:17])[C:11]=2[O:19][CH3:20])[CH:9]=1)=[O:4].O.[OH-].[Li+].CN(C)C=O.Cl.